From a dataset of Reaction yield outcomes from USPTO patents with 853,638 reactions. Predict the reaction yield, written as a fraction of the theoretical maximum amount of product (1.0 means a 100% yield; for example, 0.34 means a 34% yield). The product is [OH:4][CH2:5][C:6]1[C:7]([N:31]2[CH2:43][CH2:42][N:34]3[C:35]4[CH2:36][CH2:37][CH2:38][CH2:39][C:40]=4[CH:41]=[C:33]3[C:32]2=[O:44])=[N:8][CH:9]=[CH:10][C:11]=1[C:12]1[CH:17]=[C:16]([NH:18][C:19]2[CH:28]=[C:22]3[CH2:23][N:24]([CH3:27])[CH2:25][CH2:26][N:21]3[N:20]=2)[C:15](=[O:29])[N:14]([CH3:30])[CH:13]=1. The reactants are C([O:4][CH2:5][C:6]1[C:7]([N:31]2[CH2:43][CH2:42][N:34]3[C:35]4[CH2:36][CH2:37][CH2:38][CH2:39][C:40]=4[CH:41]=[C:33]3[C:32]2=[O:44])=[N:8][CH:9]=[CH:10][C:11]=1[C:12]1[CH:17]=[C:16]([NH:18][C:19]2[CH:28]=[C:22]3[CH2:23][N:24]([CH3:27])[CH2:25][CH2:26][N:21]3[N:20]=2)[C:15](=[O:29])[N:14]([CH3:30])[CH:13]=1)(=O)C.O[Li].O. The catalyst is CC(O)C.C1COCC1.O. The yield is 0.320.